This data is from Full USPTO retrosynthesis dataset with 1.9M reactions from patents (1976-2016). The task is: Predict the reactants needed to synthesize the given product. (1) Given the product [C:1]([CH:5]1[CH2:10][CH2:9][CH:8]([C:11](=[O:12])[CH2:16][Cl:17])[CH2:7][CH2:6]1)([CH3:4])([CH3:3])[CH3:2], predict the reactants needed to synthesize it. The reactants are: [C:1]([CH:5]1[CH2:10][CH2:9][CH:8]([C:11](Cl)=[O:12])[CH2:7][CH2:6]1)([CH3:4])([CH3:3])[CH3:2].[N+](=[CH2:16])=[N-].[ClH:17]. (2) Given the product [Br:15][C:16]1[CH:17]=[C:18]2[CH:24]=[CH:23][N:22]([Si:25]([C:28]([CH3:31])([CH3:30])[CH3:29])([CH3:26])[CH3:27])[C:19]2=[N:20][CH:21]=1, predict the reactants needed to synthesize it. The reactants are: C(C1C(=O)C(Cl)=C(Cl)C(=O)C=1C#N)#N.[Br:15][C:16]1[CH:17]=[C:18]2[CH2:24][CH2:23][N:22]([Si:25]([C:28]([CH3:31])([CH3:30])[CH3:29])([CH3:27])[CH3:26])[C:19]2=[N:20][CH:21]=1.C([O-])(O)=O.[Na+]. (3) Given the product [CH:26]([O:25][C:22]1[CH:23]=[CH:24][C:19]([C:17]([N:14]2[CH2:15][CH2:16][C:11]3([CH:2]([O:1][CH3:34])[CH2:3][C:4]4[C:9](=[CH:8][CH:7]=[CH:6][CH:5]=4)[O:10]3)[CH2:12][CH2:13]2)=[O:18])=[CH:20][C:21]=1[O:29][CH3:30])([CH3:27])[CH3:28], predict the reactants needed to synthesize it. The reactants are: [OH:1][CH:2]1[C:11]2([CH2:16][CH2:15][N:14]([C:17]([C:19]3[CH:24]=[CH:23][C:22]([O:25][CH:26]([CH3:28])[CH3:27])=[C:21]([O:29][CH3:30])[CH:20]=3)=[O:18])[CH2:13][CH2:12]2)[O:10][C:9]2[C:4](=[CH:5][CH:6]=[CH:7][CH:8]=2)[CH2:3]1.[H-].[Na+].I[CH3:34]. (4) Given the product [Si:1]([O:8][CH:9]1[C:14]2[CH:15]=[C:16]([C:18]#[N:25])[O:17][C:13]=2[CH2:12][CH2:11][CH2:10]1)([C:4]([CH3:7])([CH3:6])[CH3:5])([CH3:3])[CH3:2], predict the reactants needed to synthesize it. The reactants are: [Si:1]([O:8][CH:9]1[C:14]2[CH:15]=[C:16]([CH:18]=O)[O:17][C:13]=2[CH2:12][CH2:11][CH2:10]1)([C:4]([CH3:7])([CH3:6])[CH3:5])([CH3:3])[CH3:2].Cl.NO.C([N:25](CC)CC)C.C1(N=C=NC2CCCCC2)CCCCC1. (5) Given the product [Br:10][C:7]1[CH:8]=[CH:9][C:4]([C:2](=[O:3])[CH2:1][C:11](=[O:17])[C:12]([O:14][CH2:15][CH3:16])=[O:13])=[CH:5][CH:6]=1, predict the reactants needed to synthesize it. The reactants are: [CH3:1][C:2]([C:4]1[CH:9]=[CH:8][C:7]([Br:10])=[CH:6][CH:5]=1)=[O:3].[C:11](OCC)(=[O:17])[C:12]([O:14][CH2:15][CH3:16])=[O:13].[O-]CC.[Na+]. (6) The reactants are: Cl.[CH3:2][Si:3]([CH3:20])([CH3:19])[CH2:4][CH2:5][O:6][CH2:7][N:8]1[C:12]2=[N:13][CH:14]=[C:15]([NH:17][NH2:18])[N:16]=[C:11]2[CH:10]=[CH:9]1.[C:21]([O:25][C:26]([N:28]1[CH2:33][CH2:32][C@@H:31]([CH3:34])[C@H:30]([C:35](O)=[O:36])[CH2:29]1)=[O:27])([CH3:24])([CH3:23])[CH3:22]. Given the product [C:21]([O:25][C:26]([N:28]1[CH2:33][CH2:32][C@@H:31]([CH3:34])[C@H:30]([C:35]([NH:18][NH:17][C:15]2[N:16]=[C:11]3[CH:10]=[CH:9][N:8]([CH2:7][O:6][CH2:5][CH2:4][Si:3]([CH3:20])([CH3:19])[CH3:2])[C:12]3=[N:13][CH:14]=2)=[O:36])[CH2:29]1)=[O:27])([CH3:23])([CH3:24])[CH3:22], predict the reactants needed to synthesize it. (7) Given the product [C:52]([O:56][CH2:57][CH2:58][O:59][C:50](=[O:51])[NH:49][C:45]1[CH:46]=[CH:47][CH:48]=[C:43]([S:42][CH3:41])[CH:44]=1)(=[O:55])[CH:53]=[CH2:54], predict the reactants needed to synthesize it. The reactants are: C(C1C=C(C)C=C(C(C)(C)C)C=1O)(C)(C)C.CN(CCCN1CN(CCCN(C)C)CN(CCCN(C)C)C1)C.[CH3:41][S:42][C:43]1[CH:44]=[C:45]([N:49]=[C:50]=[O:51])[CH:46]=[CH:47][CH:48]=1.[C:52]([O:56][CH2:57][CH2:58][OH:59])(=[O:55])[CH:53]=[CH2:54].[N-]=C=O.